The task is: Predict the product of the given reaction.. This data is from Forward reaction prediction with 1.9M reactions from USPTO patents (1976-2016). Given the reactants C[Al](C)C.[Cl:5][C:6]1[CH:7]=[CH:8][C:9]([NH2:12])=[N:10][CH:11]=1.[Si:13]([O:20][CH2:21][C@H:22]([O:24][CH2:25][C@H:26]([O:31][C:32]1[N:37]=[CH:36][N:35]=[C:34]2[N:38]([C:41]3[C:46]([Cl:47])=[CH:45][CH:44]=[CH:43][N:42]=3)[N:39]=[CH:40][C:33]=12)[C:27](OC)=[O:28])[CH3:23])([C:16]([CH3:19])([CH3:18])[CH3:17])([CH3:15])[CH3:14].C(C(C(C([O-])=O)O)O)([O-])=O.[K+].[Na+], predict the reaction product. The product is: [Si:13]([O:20][CH2:21][C@H:22]([O:24][CH2:25][C@H:26]([O:31][C:32]1[N:37]=[CH:36][N:35]=[C:34]2[N:38]([C:41]3[C:46]([Cl:47])=[CH:45][CH:44]=[CH:43][N:42]=3)[N:39]=[CH:40][C:33]=12)[C:27]([NH:12][C:9]1[CH:8]=[CH:7][C:6]([Cl:5])=[CH:11][N:10]=1)=[O:28])[CH3:23])([C:16]([CH3:19])([CH3:18])[CH3:17])([CH3:15])[CH3:14].